Dataset: Full USPTO retrosynthesis dataset with 1.9M reactions from patents (1976-2016). Task: Predict the reactants needed to synthesize the given product. (1) Given the product [CH:1]1([CH2:4][O:5][C:6]2[N:11]=[C:10]([C:12]([N:26]3[CH2:27][C:23]([CH3:31])([CH3:22])[CH2:24][CH:25]3[C:28]([NH2:30])=[O:29])=[O:14])[CH:9]=[N:8][C:7]=2[N:15]2[CH2:18][C:17]([F:20])([F:19])[CH2:16]2)[CH2:2][CH2:3]1, predict the reactants needed to synthesize it. The reactants are: [CH:1]1([CH2:4][O:5][C:6]2[N:11]=[C:10]([C:12]([OH:14])=O)[CH:9]=[N:8][C:7]=2[N:15]2[CH2:18][C:17]([F:20])([F:19])[CH2:16]2)[CH2:3][CH2:2]1.Cl.[CH3:22][C:23]1([CH3:31])[CH2:27][NH:26][CH:25]([C:28]([NH2:30])=[O:29])[CH2:24]1. (2) The reactants are: COC1C=CC(C[N:8]2[CH2:17][CH2:16][C:15]3[C:10](=[CH:11][N:12]=[CH:13][CH:14]=3)[C:9]2=[O:18])=CC=1.O.C1(C)C=CC(S(O)(=O)=O)=CC=1.C(=O)([O-])[O-].[Na+].[Na+]. Given the product [C:9]1(=[O:18])[C:10]2[C:15](=[CH:14][CH:13]=[N:12][CH:11]=2)[CH2:16][CH2:17][NH:8]1, predict the reactants needed to synthesize it. (3) Given the product [Br:1][C:2]1[CH:7]=[CH:6][C:5]([Br:8])=[CH:4][C:3]=1[S:9]([N:12]([C@@H:13]1[CH2:17][CH2:16][N:15]([C:18]#[N:60])[CH2:14]1)[CH2:31][C:32]1[CH:37]=[CH:36][CH:35]=[CH:34][CH:33]=1)(=[O:10])=[O:11], predict the reactants needed to synthesize it. The reactants are: [Br:1][C:2]1[CH:7]=[CH:6][C:5]([Br:8])=[CH:4][C:3]=1[S:9]([NH:12][C@@H:13]1[CH2:17][CH2:16][N:15]([C:18](OC(C)(C)C)=O)[CH2:14]1)(=[O:11])=[O:10].C([O-])([O-])=O.[K+].[K+].[CH2:31](Br)[C:32]1[CH:37]=[CH:36][CH:35]=[CH:34][CH:33]=1.C1C=CC(P(C2C=CC=CC=2)C2C=CC=CC=2)=CC=1.CC[N:60](C(C)C)C(C)C.BrC#N.C(O)C(N)(CO)CO. (4) Given the product [CH:3]1[CH:4]=[CH:5][C:6]2[S:12][C:11]3[CH:13]=[CH:14][CH:15]=[CH:16][C:10]=3[N:9]=[C:8]([N:17]3[CH2:22][CH2:21][N:20]([CH2:23][CH2:24][O:25][CH2:26][CH2:27][OH:28])[CH2:19][CH2:18]3)[C:7]=2[CH:2]=1.[CH:30](/[C:29]([OH:36])=[O:35])=[CH:31]\[C:32]([OH:34])=[O:33], predict the reactants needed to synthesize it. The reactants are: O.[CH:2]1[C:7]2[C:8]([N:17]3[CH2:22][CH2:21][N:20]([CH2:23][CH2:24][O:25][CH2:26][CH2:27][OH:28])[CH2:19][CH2:18]3)=[N:9][C:10]3[CH:16]=[CH:15][CH:14]=[CH:13][C:11]=3[S:12][C:6]=2[CH:5]=[CH:4][CH:3]=1.[C:29]([OH:36])(=[O:35])/[CH:30]=[CH:31]/[C:32]([OH:34])=[O:33]. (5) Given the product [Br:1][C:2]1[S:3][CH:4]=[CH:5][C:6]=1[CH:7]([OH:8])[CH2:17][CH2:16][CH2:15][C:9]1[CH:14]=[CH:13][CH:12]=[CH:11][CH:10]=1, predict the reactants needed to synthesize it. The reactants are: [Br:1][C:2]1[S:3][CH:4]=[CH:5][C:6]=1[CH:7]=[O:8].[C:9]1([CH2:15][CH2:16][CH2:17][Mg]Br)[CH:14]=[CH:13][CH:12]=[CH:11][CH:10]=1.